Dataset: Peptide-MHC class II binding affinity with 134,281 pairs from IEDB. Task: Regression. Given a peptide amino acid sequence and an MHC pseudo amino acid sequence, predict their binding affinity value. This is MHC class II binding data. (1) The peptide sequence is QVPLVQQQQYLGQQQP. The MHC is H-2-IEk with pseudo-sequence QEFFIASGAAVDAVMECSLVYFDFQKETVHIFFL. The binding affinity (normalized) is 0.451. (2) The peptide sequence is PTPLAKEDFLRCLVK. The MHC is DRB1_1501 with pseudo-sequence DRB1_1501. The binding affinity (normalized) is 0.285. (3) The peptide sequence is RDHICLLRPLLWDYI. The MHC is DRB1_0101 with pseudo-sequence DRB1_0101. The binding affinity (normalized) is 0.734. (4) The peptide sequence is HDAEFCDMLRLIDYN. The MHC is DRB1_0101 with pseudo-sequence DRB1_0101. The binding affinity (normalized) is 0.0271. (5) The peptide sequence is GKLFTQTMKGVERLA. The MHC is DRB1_0301 with pseudo-sequence DRB1_0301. The binding affinity (normalized) is 0.327. (6) The peptide sequence is QLALHKMKSSDAREE. The MHC is H-2-IAb with pseudo-sequence H-2-IAb. The binding affinity (normalized) is 0.156. (7) The peptide sequence is QRFVDVILSDNGILC. The MHC is DRB1_0101 with pseudo-sequence DRB1_0101. The binding affinity (normalized) is 0.367. (8) The peptide sequence is AAAAPAAVGAAVGGT. The MHC is HLA-DPA10103-DPB10401 with pseudo-sequence HLA-DPA10103-DPB10401. The binding affinity (normalized) is 0.321.